Dataset: Full USPTO retrosynthesis dataset with 1.9M reactions from patents (1976-2016). Task: Predict the reactants needed to synthesize the given product. (1) Given the product [CH3:1][C:2]1[S:6][C:5]([C:7]2[CH:12]=[CH:11][CH:10]=[CH:9][CH:8]=2)=[N:4][C:3]=1[CH2:13][CH2:14][O:15][C:16]1[CH:17]=[C:18]2[C:22](=[CH:23][CH:24]=1)[N:21]([CH2:37][CH:38]1[CH2:42][CH2:41][CH2:40][O:39]1)[C:20]([C:25]([O:27][CH2:28][CH3:29])=[O:26])=[CH:19]2, predict the reactants needed to synthesize it. The reactants are: [CH3:1][C:2]1[S:6][C:5]([C:7]2[CH:12]=[CH:11][CH:10]=[CH:9][CH:8]=2)=[N:4][C:3]=1[CH2:13][CH2:14][O:15][C:16]1[CH:17]=[C:18]2[C:22](=[CH:23][CH:24]=1)[NH:21][C:20]([C:25]([O:27][CH2:28][CH3:29])=[O:26])=[CH:19]2.C(=O)([O-])[O-].[Cs+].[Cs+].Br[CH2:37][CH:38]1[CH2:42][CH2:41][CH2:40][O:39]1. (2) Given the product [CH2:1]([NH:3][C:4]([C@@H:6]1[C@H:10]2[O:11][C:12]([CH3:15])([CH3:14])[O:13][C@H:9]2[C@H:8]([N:16]2[CH:24]=[N:23][C:22]3[C:17]2=[N:18][C:19]([C:40]([OH:42])=[O:41])=[N:20][C:21]=3[NH:25][CH2:26][CH:27]([C:34]2[CH:35]=[CH:36][CH:37]=[CH:38][CH:39]=2)[C:28]2[CH:29]=[CH:30][CH:31]=[CH:32][CH:33]=2)[O:7]1)=[O:5])[CH3:2], predict the reactants needed to synthesize it. The reactants are: [CH2:1]([NH:3][C:4]([C@@H:6]1[C@H:10]2[O:11][C:12]([CH3:15])([CH3:14])[O:13][C@H:9]2[C@H:8]([N:16]2[CH:24]=[N:23][C:22]3[C:17]2=[N:18][C:19]([C:40]([O:42]CC)=[O:41])=[N:20][C:21]=3[NH:25][CH2:26][CH:27]([C:34]2[CH:39]=[CH:38][CH:37]=[CH:36][CH:35]=2)[C:28]2[CH:33]=[CH:32][CH:31]=[CH:30][CH:29]=2)[O:7]1)=[O:5])[CH3:2].[OH-].[Na+]. (3) Given the product [CH3:7][O:8][C:9]1[CH:14]=[CH:13][C:12]([C:26]2[CH:27]=[CH:28][C:29]([N+:33]([O-:35])=[O:34])=[C:30]([CH:32]=2)[NH2:31])=[CH:11][CH:10]=1, predict the reactants needed to synthesize it. The reactants are: O1CCOCC1.[CH3:7][O:8][C:9]1[CH:14]=[CH:13][C:12](OB(O)O)=[CH:11][CH:10]=1.C(=O)([O-])[O-].[Cs+].[Cs+].Cl[C:26]1[CH:27]=[CH:28][C:29]([N+:33]([O-:35])=[O:34])=[C:30]([CH:32]=1)[NH2:31].